Regression. Given two drug SMILES strings and cell line genomic features, predict the synergy score measuring deviation from expected non-interaction effect. From a dataset of NCI-60 drug combinations with 297,098 pairs across 59 cell lines. (1) Drug 1: C1CC(=O)NC(=O)C1N2C(=O)C3=CC=CC=C3C2=O. Drug 2: CC12CCC3C(C1CCC2OP(=O)(O)O)CCC4=C3C=CC(=C4)OC(=O)N(CCCl)CCCl.[Na+]. Cell line: SK-MEL-2. Synergy scores: CSS=-3.86, Synergy_ZIP=11.0, Synergy_Bliss=16.1, Synergy_Loewe=2.66, Synergy_HSA=2.11. (2) Drug 1: C1=CC=C(C=C1)NC(=O)CCCCCCC(=O)NO. Drug 2: C(CCl)NC(=O)N(CCCl)N=O. Cell line: HCT116. Synergy scores: CSS=28.0, Synergy_ZIP=3.59, Synergy_Bliss=9.22, Synergy_Loewe=9.39, Synergy_HSA=10.5. (3) Drug 1: CC1C(C(=O)NC(C(=O)N2CCCC2C(=O)N(CC(=O)N(C(C(=O)O1)C(C)C)C)C)C(C)C)NC(=O)C3=C4C(=C(C=C3)C)OC5=C(C(=O)C(=C(C5=N4)C(=O)NC6C(OC(=O)C(N(C(=O)CN(C(=O)C7CCCN7C(=O)C(NC6=O)C(C)C)C)C)C(C)C)C)N)C. Drug 2: CS(=O)(=O)CCNCC1=CC=C(O1)C2=CC3=C(C=C2)N=CN=C3NC4=CC(=C(C=C4)OCC5=CC(=CC=C5)F)Cl. Cell line: K-562. Synergy scores: CSS=43.9, Synergy_ZIP=29.6, Synergy_Bliss=33.6, Synergy_Loewe=17.1, Synergy_HSA=21.7. (4) Drug 1: CN(CC1=CN=C2C(=N1)C(=NC(=N2)N)N)C3=CC=C(C=C3)C(=O)NC(CCC(=O)O)C(=O)O. Drug 2: C1CN(P(=O)(OC1)NCCCl)CCCl. Cell line: NCI-H522. Synergy scores: CSS=53.1, Synergy_ZIP=0.447, Synergy_Bliss=-1.21, Synergy_Loewe=-3.10, Synergy_HSA=-3.04. (5) Drug 1: CC(C1=C(C=CC(=C1Cl)F)Cl)OC2=C(N=CC(=C2)C3=CN(N=C3)C4CCNCC4)N. Drug 2: CC1C(C(CC(O1)OC2CC(OC(C2O)C)OC3=CC4=CC5=C(C(=O)C(C(C5)C(C(=O)C(C(C)O)O)OC)OC6CC(C(C(O6)C)O)OC7CC(C(C(O7)C)O)OC8CC(C(C(O8)C)O)(C)O)C(=C4C(=C3C)O)O)O)O. Cell line: HCT116. Synergy scores: CSS=28.5, Synergy_ZIP=2.81, Synergy_Bliss=6.39, Synergy_Loewe=5.58, Synergy_HSA=5.60.